This data is from Forward reaction prediction with 1.9M reactions from USPTO patents (1976-2016). The task is: Predict the product of the given reaction. (1) Given the reactants ClCCl.[CH3:4][C:5]1([CH3:12])[C:9]([CH3:11])([CH3:10])[O:8][BH:7][O:6]1.[CH3:13][O:14][C:15]([C:17]1[O:18][C:19]([CH3:31])=[C:20]([CH2:22][S:23][C:24]2[CH:29]=[CH:28][C:27](Br)=[CH:26][CH:25]=2)[CH:21]=1)=[O:16], predict the reaction product. The product is: [CH3:13][O:14][C:15]([C:17]1[O:18][C:19]([CH3:31])=[C:20]([CH2:22][S:23][C:24]2[CH:29]=[CH:28][C:27]([B:7]3[O:8][C:9]([CH3:11])([CH3:10])[C:5]([CH3:12])([CH3:4])[O:6]3)=[CH:26][CH:25]=2)[CH:21]=1)=[O:16]. (2) Given the reactants [Li+].[CH3:2]C([N-]C(C)C)C.[C:9]([C:12]1[S:16][C:15]([C:17]([O-:19])=[O:18])=[C:14]2[CH2:20][CH2:21][CH2:22][CH2:23][C:13]=12)(=[O:11])[CH3:10].[Cl:24][C:25]1[CH:26]=[C:27]([C:32](=[O:37])[C:33]([F:36])([F:35])[F:34])[CH:28]=[C:29]([Cl:31])[CH:30]=1, predict the reaction product. The product is: [Cl:24][C:25]1[CH:26]=[C:27]([C:32]([OH:37])([C:33]([F:34])([F:35])[F:36])[CH2:10][C:9]([C:12]2[S:16][C:15]([C:17]([O:19][CH3:2])=[O:18])=[C:14]3[CH2:20][CH2:21][CH2:22][CH2:23][C:13]=23)=[O:11])[CH:28]=[C:29]([Cl:31])[CH:30]=1. (3) Given the reactants [C:1]1([C:14](O)=[O:15])[C:13]2[CH2:12][C:11]3[C:6](=[CH:7][CH:8]=[CH:9][CH:10]=3)[C:5]=2[CH:4]=[CH:3][CH:2]=1.C(Cl)(=O)C(Cl)=O.CN(C)C=O.[N:28]1[CH:33]=[CH:32][CH:31]=[C:30]([C:34]2[CH:35]=[C:36]([NH2:40])[CH:37]=[CH:38][CH:39]=2)[N:29]=1, predict the reaction product. The product is: [N:28]1[CH:33]=[CH:32][CH:31]=[C:30]([C:34]2[CH:35]=[C:36]([NH:40][C:14]([C:1]3[C:13]4[CH2:12][C:11]5[C:6](=[CH:7][CH:8]=[CH:9][CH:10]=5)[C:5]=4[CH:4]=[CH:3][CH:2]=3)=[O:15])[CH:37]=[CH:38][CH:39]=2)[N:29]=1. (4) The product is: [CH3:13][O:12][C:9]1[CH:10]=[C:11]2[C:6](=[CH:7][C:8]=1[O:14][CH3:15])[N:5]=[CH:4][CH:3]=[C:2]2[O:16][C:17]1[CH:18]=[C:19]([C:20]([C:22]2[CH:27]=[CH:26][CH:25]=[CH:24][CH:23]=2)=[O:21])[CH:28]=[CH:29][CH:30]=1. Given the reactants Cl[C:2]1[C:11]2[C:6](=[CH:7][C:8]([O:14][CH3:15])=[C:9]([O:12][CH3:13])[CH:10]=2)[N:5]=[CH:4][CH:3]=1.[OH:16][C:17]1[CH:18]=[C:19]([CH:28]=[CH:29][CH:30]=1)[C:20]([C:22]1[CH:27]=[CH:26][CH:25]=[CH:24][CH:23]=1)=[O:21].C(=O)([O-])O.[Na+], predict the reaction product. (5) Given the reactants [CH3:1][C:2]([CH3:29])([O:4][C:5]([NH:7][C@@H:8]([CH2:14][C:15]1[CH:20]=[CH:19][C:18](OS(C(F)(F)F)(=O)=O)=[CH:17][CH:16]=1)[C:9]([O:11][CH2:12][CH3:13])=[O:10])=[O:6])[CH3:3].[CH2:30]([O:32][CH2:33][C:34]1[CH:39]=[C:38]([O:40][CH3:41])[C:37](OB(O)O)=[C:36]([O:46][CH3:47])[CH:35]=1)[CH3:31].C1(P(C2C=CC=CC=2)C2C=CC=CC=2)C=CC=CC=1.C(NC(C)C)(C)C, predict the reaction product. The product is: [CH3:1][C:2]([CH3:29])([O:4][C:5]([NH:7][C@@H:8]([CH2:14][C:15]1[CH:20]=[CH:19][C:18]([C:37]2[C:36]([O:46][CH3:47])=[CH:35][C:34]([CH2:33][O:32][CH2:30][CH3:31])=[CH:39][C:38]=2[O:40][CH3:41])=[CH:17][CH:16]=1)[C:9]([O:11][CH2:12][CH3:13])=[O:10])=[O:6])[CH3:3]. (6) Given the reactants [C:1]1([C:7](=O)[CH2:8][C:9]2[CH:10]=[N:11][CH:12]=[CH:13][CH:14]=2)[CH:6]=[CH:5][CH:4]=[CH:3][CH:2]=1.[CH2:16]([O:18][C:19]1[CH:20]=[C:21]([CH:24]=[C:25]([N+:28]([O-:30])=[O:29])[C:26]=1[OH:27])[CH:22]=O)[CH3:17].[NH2:31][C:32]([NH2:34])=[O:33].Cl.[CH2:36](O)C, predict the reaction product. The product is: [NH2:11][C:12]1[CH:36]=[CH:10][C:9]([C:8]2[NH:34][C:32](=[O:33])[NH:31][CH:22]([C:21]3[CH:24]=[C:25]([N+:28]([O-:30])=[O:29])[C:26]([OH:27])=[C:19]([O:18][CH2:16][CH3:17])[CH:20]=3)[C:7]=2[C:1]2[CH:6]=[CH:5][CH:4]=[CH:3][CH:2]=2)=[CH:14][CH:13]=1. (7) Given the reactants [F:1][C:2]1[CH:7]=[CH:6][C:5]([CH:8]=[CH:9][C:10]([NH:12][C@H:13]([C:23]([O:25]C)=[O:24])[CH2:14][C:15]2[CH:20]=[CH:19][C:18]([O:21][CH3:22])=[CH:17][CH:16]=2)=[O:11])=[CH:4][CH:3]=1.[OH-].[Na+], predict the reaction product. The product is: [F:1][C:2]1[CH:3]=[CH:4][C:5]([CH:8]=[CH:9][C:10]([NH:12][C@H:13]([C:23]([OH:25])=[O:24])[CH2:14][C:15]2[CH:16]=[CH:17][C:18]([O:21][CH3:22])=[CH:19][CH:20]=2)=[O:11])=[CH:6][CH:7]=1.